Dataset: Peptide-MHC class I binding affinity with 185,985 pairs from IEDB/IMGT. Task: Regression. Given a peptide amino acid sequence and an MHC pseudo amino acid sequence, predict their binding affinity value. This is MHC class I binding data. (1) The peptide sequence is HTYHLENDK. The MHC is Patr-B1301 with pseudo-sequence Patr-B1301. The binding affinity (normalized) is 0.0153. (2) The peptide sequence is YHRPLTGYM. The MHC is HLA-A26:02 with pseudo-sequence HLA-A26:02. The binding affinity (normalized) is 0.0847. (3) The peptide sequence is ISYCYSFL. The MHC is H-2-Kb with pseudo-sequence H-2-Kb. The binding affinity (normalized) is 0.977. (4) The peptide sequence is GLIIPPLGI. The MHC is H-2-Db with pseudo-sequence H-2-Db. The binding affinity (normalized) is 0.110. (5) The binding affinity (normalized) is 0.0847. The peptide sequence is VLDMGDPVK. The MHC is HLA-A26:02 with pseudo-sequence HLA-A26:02.